This data is from Forward reaction prediction with 1.9M reactions from USPTO patents (1976-2016). The task is: Predict the product of the given reaction. Given the reactants [O:1]=[C:2]1[CH2:7][CH:6]([C:8]2[CH:15]=[CH:14][C:11]([C:12]#[N:13])=[CH:10][CH:9]=2)[CH2:5][CH2:4][NH:3]1.F[B-](F)(F)F.[CH3:21][O+](C)C.C(=O)(O)[O-].[Na+], predict the reaction product. The product is: [CH3:21][O:1][C:2]1[CH2:7][CH:6]([C:8]2[CH:9]=[CH:10][C:11]([C:12]#[N:13])=[CH:14][CH:15]=2)[CH2:5][CH2:4][N:3]=1.